Dataset: Forward reaction prediction with 1.9M reactions from USPTO patents (1976-2016). Task: Predict the product of the given reaction. (1) Given the reactants [Br:1][C:2]1[CH:8]=[CH:7][C:5]([NH2:6])=[C:4]([I:9])[CH:3]=1.[N:10]([O-])=O.[Na+].Cl[Sn]Cl, predict the reaction product. The product is: [Br:1][C:2]1[CH:8]=[CH:7][C:5]([NH:6][NH2:10])=[C:4]([I:9])[CH:3]=1. (2) Given the reactants [F:1][C:2]1[CH:39]=[CH:38][C:5]([CH2:6][C@H:7]2[C@H:15]([CH3:16])[O:14][C:13](=[O:17])[C@@H:12]([NH:18][C:19](=[O:29])[C:20]3[C:25]([OH:26])=[C:24]([O:27][CH3:28])[CH:23]=[CH:22][N:21]=3)[CH2:11][CH2:10][O:9][C@@H:8]2[CH2:30][CH2:31][C:32]2[CH:37]=[CH:36][CH:35]=[CH:34][CH:33]=2)=[CH:4][CH:3]=1.CCN(CC)CC.[C:47](Cl)(=[O:49])[CH3:48].[NH4+].[Cl-], predict the reaction product. The product is: [C:47]([O:26][C:25]1[C:20]([C:19](=[O:29])[NH:18][C@H:12]2[CH2:11][CH2:10][O:9][C@H:8]([CH2:30][CH2:31][C:32]3[CH:37]=[CH:36][CH:35]=[CH:34][CH:33]=3)[C@@H:7]([CH2:6][C:5]3[CH:4]=[CH:3][C:2]([F:1])=[CH:39][CH:38]=3)[C@H:15]([CH3:16])[O:14][C:13]2=[O:17])=[N:21][CH:22]=[CH:23][C:24]=1[O:27][CH3:28])(=[O:49])[CH3:48]. (3) Given the reactants [CH:1]1([C:4]2[CH:5]=[C:6]([CH:28]=[C:29]([O:32][CH2:33][CH3:34])[C:30]=2I)[CH2:7][N:8]2[CH2:11][C:10]3([CH2:15][C:14]([N:16]4[CH2:21][CH2:20][C:19]([CH3:27])([C:22]([O:24]CC)=[O:23])[CH2:18][CH2:17]4)=[N:13][O:12]3)[CH2:9]2)[CH2:3][CH2:2]1.[F:35][C:36]1[CH:41]=[C:40]([CH3:42])[CH:39]=[CH:38][C:37]=1B(O)O, predict the reaction product. The product is: [CH:1]1([C:4]2[CH:5]=[C:6]([CH2:7][N:8]3[CH2:11][C:10]4([CH2:15][C:14]([N:16]5[CH2:17][CH2:18][C:19]([CH3:27])([C:22]([OH:24])=[O:23])[CH2:20][CH2:21]5)=[N:13][O:12]4)[CH2:9]3)[CH:28]=[C:29]([O:32][CH2:33][CH3:34])[C:30]=2[C:37]2[CH:38]=[CH:39][C:40]([CH3:42])=[CH:41][C:36]=2[F:35])[CH2:2][CH2:3]1.